Dataset: Retrosynthesis with 50K atom-mapped reactions and 10 reaction types from USPTO. Task: Predict the reactants needed to synthesize the given product. (1) The reactants are: CN1C(=O)C2(CC2)CN(C2CCCC2)c2nc(Cl)ncc21.CN1CCC(NC(=O)c2cc(Cl)c(N)cc2F)CC1. Given the product CN1CCC(NC(=O)c2cc(Cl)c(Nc3ncc4c(n3)N(C3CCCC3)CC3(CC3)C(=O)N4C)cc2F)CC1, predict the reactants needed to synthesize it. (2) Given the product CC1(C)CCNc2nc(-c3cccc(C(F)(F)F)c3)ccc21, predict the reactants needed to synthesize it. The reactants are: CC1(C)CCNc2nc(Cl)ccc21.OB(O)c1cccc(C(F)(F)F)c1. (3) Given the product NCCN1CCC(NC(c2ccccc2)c2ccccc2)CC1, predict the reactants needed to synthesize it. The reactants are: O=C1c2ccccc2C(=O)N1CCN1CCC(NC(c2ccccc2)c2ccccc2)CC1. (4) The reactants are: COC(=O)C1CCN(CC(=O)N2CCN(c3ccc(-c4ncccn4)cc3)CC2)C1. Given the product O=C(O)C1CCN(CC(=O)N2CCN(c3ccc(-c4ncccn4)cc3)CC2)C1, predict the reactants needed to synthesize it. (5) Given the product O=C1NCCc2ccc(O)cc2N1, predict the reactants needed to synthesize it. The reactants are: COc1ccc2c(c1)NC(=O)NCC2. (6) Given the product CSc1cc(Nc2ccc(N3CCN(C(=O)OC(C)(C)C)CC3)cc2S(C)=O)c(C(N)=O)c(N)n1, predict the reactants needed to synthesize it. The reactants are: CSc1cc(Nc2ccc(N3CCN(C(=O)OC(C)(C)C)CC3)cc2S(C)=O)c(C(N)=O)c(Cl)n1.N.